The task is: Predict the reaction yield, written as a fraction of the theoretical maximum amount of product (1.0 means a 100% yield; for example, 0.34 means a 34% yield).. This data is from Reaction yield outcomes from USPTO patents with 853,638 reactions. (1) The reactants are [N:1]1[C:11]2[C:10]3[S:12][C:13]([CH:15](Br)[C:16]([C:18]4[CH:23]=[CH:22][CH:21]=[CH:20][C:19]=4[Cl:24])=[O:17])=[CH:14][C:9]=3[CH2:8][CH2:7][O:6][C:5]=2[CH:4]=[CH:3][CH:2]=1.[CH:26]([NH2:28])=O. The catalyst is O. The product is [N:1]1[C:11]2[C:10]3[S:12][C:13]([C:15]4[N:28]=[CH:26][O:17][C:16]=4[C:18]4[CH:23]=[CH:22][CH:21]=[CH:20][C:19]=4[Cl:24])=[CH:14][C:9]=3[CH2:8][CH2:7][O:6][C:5]=2[CH:4]=[CH:3][CH:2]=1. The yield is 0.180. (2) The reactants are Cl.[Cl:2][C:3]1[CH:8]=[CH:7][C:6]([NH:9][NH2:10])=[CH:5][CH:4]=1.Br[CH2:12][CH2:13][CH2:14][C:15]1[CH:20]=[CH:19][CH:18]=[CH:17][CH:16]=1. The catalyst is [Cl-].C([N+](CCCC)(CCCC)CCCC)CCC.[OH-].[Na+].O. The product is [Cl:2][C:3]1[CH:8]=[CH:7][C:6]([N:9]([CH2:12][CH2:13][CH2:14][C:15]2[CH:20]=[CH:19][CH:18]=[CH:17][CH:16]=2)[NH2:10])=[CH:5][CH:4]=1. The yield is 0.200. (3) The reactants are Cl.[NH2:2][OH:3].[C:4]([N:11]1[CH2:16][CH2:15][C:14](=O)[CH2:13][CH2:12]1)([O:6][C:7]([CH3:10])([CH3:9])[CH3:8])=[O:5].C([O-])(=O)C.[Na+]. The catalyst is C(O)C. The product is [OH:3][N:2]=[C:14]1[CH2:15][CH2:16][N:11]([C:4]([O:6][C:7]([CH3:10])([CH3:9])[CH3:8])=[O:5])[CH2:12][CH2:13]1. The yield is 0.960. (4) The reactants are I[CH2:2][C@@H:3]([CH3:17])[CH2:4][N:5]1[C:10]2[CH:11]=[C:12]([CH3:15])[CH:13]=[CH:14][C:9]=2[O:8][CH2:7][C:6]1=[O:16].[CH2:18]([CH:23]1[CH2:29][CH:28]2[NH:30][CH:25]([CH2:26][CH2:27]2)[CH2:24]1)[CH2:19][CH2:20][CH2:21][CH3:22]. The catalyst is CCN(CC)CC. The product is [CH2:18]([CH:23]1[CH2:24][CH:25]2[N:30]([CH2:2][C@@H:3]([CH3:17])[CH2:4][N:5]3[C:10]4[CH:11]=[C:12]([CH3:15])[CH:13]=[CH:14][C:9]=4[O:8][CH2:7][C:6]3=[O:16])[CH:28]([CH2:27][CH2:26]2)[CH2:29]1)[CH2:19][CH2:20][CH2:21][CH3:22]. The yield is 0.680. (5) The reactants are [CH2:1]([O:8][CH2:9][C:10]([NH:16][S:17]([C:19]([CH3:22])([CH3:21])[CH3:20])=[O:18])([CH3:15])[C:11](=[N:13][OH:14])[NH2:12])[C:2]1[CH:7]=[CH:6][CH:5]=[CH:4][CH:3]=1.C(=O)([O-])[O-].[K+].[K+].[C:29](OC(=O)C)(=O)[CH3:30]. The catalyst is CN(C=O)C. The product is [CH2:1]([O:8][CH2:9][C:10]([NH:16][S:17]([C:19]([CH3:22])([CH3:21])[CH3:20])=[O:18])([C:11]1[N:12]=[C:29]([CH3:30])[O:14][N:13]=1)[CH3:15])[C:2]1[CH:7]=[CH:6][CH:5]=[CH:4][CH:3]=1. The yield is 0.680. (6) The reactants are [F:1][C:2]1[CH:3]=[N:4][C:5]([C@@H:8]([NH:10][C:11](=[O:13])C)[CH3:9])=[N:6][CH:7]=1.[C:14]([O:18]C(OC([O:18][C:14]([CH3:17])([CH3:16])[CH3:15])=O)=O)([CH3:17])([CH3:16])[CH3:15].O.[OH-].[Li+].O. The catalyst is CN(C1C=CN=CC=1)C.C1COCC1.CCOCC. The product is [C:14]([O:18][C:11](=[O:13])[NH:10][C@H:8]([C:5]1[N:4]=[CH:3][C:2]([F:1])=[CH:7][N:6]=1)[CH3:9])([CH3:17])([CH3:16])[CH3:15]. The yield is 0.800.